This data is from Forward reaction prediction with 1.9M reactions from USPTO patents (1976-2016). The task is: Predict the product of the given reaction. Given the reactants [CH2:1]([O:5][CH2:6][CH2:7][O:8][C:9]1[CH:14]=[CH:13][C:12]([C:15]2[CH:20]=[CH:19][C:18]([N:21]3[CH2:25][CH2:24][CH:23]([C:26]([O:28]C)=[O:27])[CH2:22]3)=[C:17](/[CH:30]=[C:31](\[CH3:52])/[C:32]([NH:34][C:35]3[CH:40]=[CH:39][C:38]([S@:41]([CH2:43][C:44]4[N:48]([CH2:49][CH2:50][CH3:51])[CH:47]=[N:46][CH:45]=4)=[O:42])=[CH:37][CH:36]=3)=[O:33])[CH:16]=2)=[CH:11][CH:10]=1)[CH2:2][CH2:3][CH3:4].[OH-].[Na+].Cl.O, predict the reaction product. The product is: [CH2:1]([O:5][CH2:6][CH2:7][O:8][C:9]1[CH:14]=[CH:13][C:12]([C:15]2[CH:20]=[CH:19][C:18]([N:21]3[CH2:25][CH2:24][CH:23]([C:26]([OH:28])=[O:27])[CH2:22]3)=[C:17](/[CH:30]=[C:31](\[CH3:52])/[C:32]([NH:34][C:35]3[CH:36]=[CH:37][C:38]([S@:41]([CH2:43][C:44]4[N:48]([CH2:49][CH2:50][CH3:51])[CH:47]=[N:46][CH:45]=4)=[O:42])=[CH:39][CH:40]=3)=[O:33])[CH:16]=2)=[CH:11][CH:10]=1)[CH2:2][CH2:3][CH3:4].